This data is from NCI-60 drug combinations with 297,098 pairs across 59 cell lines. The task is: Regression. Given two drug SMILES strings and cell line genomic features, predict the synergy score measuring deviation from expected non-interaction effect. (1) Drug 1: CCC1=CC2CC(C3=C(CN(C2)C1)C4=CC=CC=C4N3)(C5=C(C=C6C(=C5)C78CCN9C7C(C=CC9)(C(C(C8N6C)(C(=O)OC)O)OC(=O)C)CC)OC)C(=O)OC.C(C(C(=O)O)O)(C(=O)O)O. Drug 2: C1C(C(OC1N2C=NC3=C2NC=NCC3O)CO)O. Cell line: HS 578T. Synergy scores: CSS=55.8, Synergy_ZIP=-0.421, Synergy_Bliss=-1.99, Synergy_Loewe=-31.2, Synergy_HSA=-0.936. (2) Drug 1: C1=CC(=CC=C1C#N)C(C2=CC=C(C=C2)C#N)N3C=NC=N3. Drug 2: CC12CCC3C(C1CCC2OP(=O)(O)O)CCC4=C3C=CC(=C4)OC(=O)N(CCCl)CCCl.[Na+]. Cell line: SK-OV-3. Synergy scores: CSS=-0.788, Synergy_ZIP=-0.674, Synergy_Bliss=-4.16, Synergy_Loewe=-12.9, Synergy_HSA=-6.90. (3) Drug 1: CC12CCC(CC1=CCC3C2CCC4(C3CC=C4C5=CN=CC=C5)C)O. Drug 2: C1=NC2=C(N1)C(=S)N=CN2. Cell line: A498. Synergy scores: CSS=-0.795, Synergy_ZIP=-0.946, Synergy_Bliss=-5.28, Synergy_Loewe=-10.9, Synergy_HSA=-7.35.